The task is: Regression. Given two drug SMILES strings and cell line genomic features, predict the synergy score measuring deviation from expected non-interaction effect.. This data is from NCI-60 drug combinations with 297,098 pairs across 59 cell lines. (1) Drug 1: CCC1(CC2CC(C3=C(CCN(C2)C1)C4=CC=CC=C4N3)(C5=C(C=C6C(=C5)C78CCN9C7C(C=CC9)(C(C(C8N6C)(C(=O)OC)O)OC(=O)C)CC)OC)C(=O)OC)O.OS(=O)(=O)O. Drug 2: C1=CC=C(C(=C1)C(C2=CC=C(C=C2)Cl)C(Cl)Cl)Cl. Cell line: T-47D. Synergy scores: CSS=8.99, Synergy_ZIP=-2.12, Synergy_Bliss=2.88, Synergy_Loewe=7.85, Synergy_HSA=0.549. (2) Drug 1: CC12CCC3C(C1CCC2=O)CC(=C)C4=CC(=O)C=CC34C. Drug 2: C1=CC=C(C=C1)NC(=O)CCCCCCC(=O)NO. Cell line: K-562. Synergy scores: CSS=67.0, Synergy_ZIP=2.17, Synergy_Bliss=3.59, Synergy_Loewe=-8.19, Synergy_HSA=3.66.